This data is from Forward reaction prediction with 1.9M reactions from USPTO patents (1976-2016). The task is: Predict the product of the given reaction. (1) Given the reactants [CH2:1]([C:8]1[N:13]([CH2:14]C(O)=O)[C:12](=[O:18])[C:11]([NH:19][C:20](=[O:29])[CH2:21][CH2:22][C:23]2[CH:28]=[CH:27][CH:26]=[CH:25][CH:24]=2)=[CH:10][CH:9]=1)[C:2]1[CH:7]=[CH:6][CH:5]=[CH:4][CH:3]=1.C(O[C:34]([NH:36][CH:37]([C:46](=[O:57])[CH2:47][O:48][CH2:49][C:50]1[CH:55]=[CH:54][CH:53]=[CH:52][C:51]=1[Cl:56])[CH2:38][C:39]([O:41]C(C)(C)C)=[O:40])=[O:35])C=C, predict the reaction product. The product is: [CH2:1]([C:8]1[N:13]([CH2:14][C:34]([NH:36][CH:37]([C:46](=[O:57])[CH2:47][O:48][CH2:49][C:50]2[CH:55]=[CH:54][CH:53]=[CH:52][C:51]=2[Cl:56])[CH2:38][C:39]([OH:41])=[O:40])=[O:35])[C:12](=[O:18])[C:11]([NH:19][C:20](=[O:29])[CH2:21][CH2:22][C:23]2[CH:24]=[CH:25][CH:26]=[CH:27][CH:28]=2)=[CH:10][CH:9]=1)[C:2]1[CH:7]=[CH:6][CH:5]=[CH:4][CH:3]=1. (2) Given the reactants [Cl:1][C:2]1[CH:7]=[CH:6][CH:5]=[CH:4][C:3]=1[CH2:8][CH:9]([C:15]#[N:16])[C:10](OCC)=O.[OH2:17].[NH2:18][NH2:19], predict the reaction product. The product is: [NH2:16][C:15]1[NH:19][NH:18][C:10](=[O:17])[C:9]=1[CH2:8][C:3]1[CH:4]=[CH:5][CH:6]=[CH:7][C:2]=1[Cl:1]. (3) Given the reactants [CH3:1][N:2]([CH3:30])[CH2:3][CH2:4][N:5]([CH2:18][CH2:19][NH:20][C:21]1[CH:26]=[CH:25][C:24]([N+:27]([O-:29])=[O:28])=[CH:23][N:22]=1)S(C1C=CC=CC=1[N+]([O-])=O)(=O)=O.C([O-])([O-])=O.[K+].[K+].C1(S)C=CC=CC=1, predict the reaction product. The product is: [CH3:1][N:2]([CH3:30])[CH2:3][CH2:4][NH:5][CH2:18][CH2:19][NH:20][C:21]1[CH:26]=[CH:25][C:24]([N+:27]([O-:29])=[O:28])=[CH:23][N:22]=1. (4) Given the reactants [NH2:1][C:2]1[CH:3]=[C:4]([N:8]2[CH:12]=[CH:11][N:10]=[CH:9]2)[CH:5]=[CH:6][CH:7]=1.[CH2:13]([O:15][C:16](=[O:25])[CH2:17][C:18](=O)[CH2:19][CH2:20][CH2:21][CH2:22]Cl)[CH3:14].II.[CH:28]1C=CC=CC=1, predict the reaction product. The product is: [CH2:13]([O:15][C:16](=[O:25])[CH:17]=[CH:18][CH:19]1[CH2:20][CH2:21][CH2:22][CH2:28][N:1]1[C:2]1[CH:7]=[CH:6][CH:5]=[C:4]([N:8]2[CH:12]=[CH:11][N:10]=[CH:9]2)[CH:3]=1)[CH3:14].